Dataset: Full USPTO retrosynthesis dataset with 1.9M reactions from patents (1976-2016). Task: Predict the reactants needed to synthesize the given product. (1) Given the product [CH2:9]([NH:16][C:17]([C:19]1[S:23][C:22]([NH:24][C:6]([CH:1]2[CH2:5][CH2:4][CH2:3][CH2:2]2)=[O:7])=[N:21][C:20]=1[CH3:25])=[O:18])[C:10]1[CH:15]=[CH:14][CH:13]=[CH:12][CH:11]=1, predict the reactants needed to synthesize it. The reactants are: [CH:1]1([C:6](Cl)=[O:7])[CH2:5][CH2:4][CH2:3][CH2:2]1.[CH2:9]([NH:16][C:17]([C:19]1[S:23][C:22]([NH2:24])=[N:21][C:20]=1[CH3:25])=[O:18])[C:10]1[CH:15]=[CH:14][CH:13]=[CH:12][CH:11]=1. (2) Given the product [C:15]1([CH2:14][N:38]2[CH2:39][CH2:40][N:36]([C:28]3[S:29][C:30]([C:31]([O:33][CH2:34][CH3:35])=[O:32])=[C:26]([CH3:25])[N:27]=3)[C:37]2=[O:41])[C:24]2[C:19](=[CH:20][CH:21]=[CH:22][CH:23]=2)[CH:18]=[CH:17][N:16]=1, predict the reactants needed to synthesize it. The reactants are: FC(F)(F)C1C=CC(CBr)=CC=1.Br[CH2:14][C:15]1[C:24]2[C:19](=[CH:20][CH:21]=[CH:22][CH:23]=2)[CH:18]=[CH:17][N:16]=1.[CH3:25][C:26]1[N:27]=[C:28]([N:36]2[CH2:40][CH2:39][NH:38][C:37]2=[O:41])[S:29][C:30]=1[C:31]([O:33][CH2:34][CH3:35])=[O:32]. (3) Given the product [Si:8]([O:25][CH2:26][CH:27]1[CH2:30][NH:29][CH2:28]1)([C:21]([CH3:24])([CH3:22])[CH3:23])([C:9]1[CH:14]=[CH:13][CH:12]=[CH:11][CH:10]=1)[C:15]1[CH:16]=[CH:17][CH:18]=[CH:19][CH:20]=1, predict the reactants needed to synthesize it. The reactants are: FC(F)(F)C(O)=O.[Si:8]([O:25][CH2:26][CH:27]1[CH2:30][N:29](C(OC(C)(C)C)=O)[CH2:28]1)([C:21]([CH3:24])([CH3:23])[CH3:22])([C:15]1[CH:20]=[CH:19][CH:18]=[CH:17][CH:16]=1)[C:9]1[CH:14]=[CH:13][CH:12]=[CH:11][CH:10]=1. (4) The reactants are: [C:1]([N:4]1[C:13]2[C:8](=[CH:9][C:10]([C:14]3[O:18][N:17]=[C:16]([CH2:19][CH2:20][N:21](C(OC(C)(C)C)=O)[CH3:22])[N:15]=3)=[CH:11][CH:12]=2)[C@H:7]([NH:30][C:31](=[O:36])[O:32][CH:33]([CH3:35])[CH3:34])[CH2:6][C@@H:5]1[CH3:37])(=[O:3])[CH3:2].[ClH:38]. Given the product [ClH:38].[C:1]([N:4]1[C:13]2[C:8](=[CH:9][C:10]([C:14]3[O:18][N:17]=[C:16]([CH2:19][CH2:20][NH:21][CH3:22])[N:15]=3)=[CH:11][CH:12]=2)[C@H:7]([NH:30][C:31](=[O:36])[O:32][CH:33]([CH3:34])[CH3:35])[CH2:6][C@@H:5]1[CH3:37])(=[O:3])[CH3:2], predict the reactants needed to synthesize it. (5) Given the product [F:26][CH:27]([F:33])[CH2:28][NH:29][CH2:30][CH2:31][NH:32][C:2]1[C:11]2[C:6](=[CH:7][CH:8]=[C:9]([CH3:12])[CH:10]=2)[N:5]=[C:4]([N:13]2[CH2:19][C:18]3[CH:20]=[CH:21][CH:22]=[CH:23][C:17]=3[S:16](=[O:25])(=[O:24])[CH2:15][CH2:14]2)[CH:3]=1, predict the reactants needed to synthesize it. The reactants are: Cl[C:2]1[C:11]2[C:6](=[CH:7][CH:8]=[C:9]([CH3:12])[CH:10]=2)[N:5]=[C:4]([N:13]2[CH2:19][C:18]3[CH:20]=[CH:21][CH:22]=[CH:23][C:17]=3[S:16](=[O:25])(=[O:24])[CH2:15][CH2:14]2)[CH:3]=1.[F:26][CH:27]([F:33])[CH2:28][NH:29][CH2:30][CH2:31][NH2:32].